This data is from Full USPTO retrosynthesis dataset with 1.9M reactions from patents (1976-2016). The task is: Predict the reactants needed to synthesize the given product. (1) Given the product [CH2:24]([O:27][C:28]1[CH:35]=[CH:34][C:31]([CH:32]=[O:33])=[CH:30][C:29]=1[OH:36])[CH:25]=[CH2:26], predict the reactants needed to synthesize it. The reactants are: [F-].C([N+](CCCC)(CCCC)CCCC)CCC.C1COCC1.[CH2:24]([O:27][C:28]1[CH:35]=[CH:34][C:31]([CH:32]=[O:33])=[CH:30][C:29]=1[O:36]COCC[Si](C)(C)C)[CH:25]=[CH2:26]. (2) Given the product [CH2:1]([C:3]1[N:4]([CH2:16][CH2:17][O:18][C:19]2[CH:24]=[CH:23][C:22]([NH:41][CH:36]([CH3:37])[C:35]([O:34][CH2:32][CH3:33])=[O:39])=[CH:21][CH:20]=2)[C:5](=[O:15])[CH:6]=[C:7]([C:9]2[CH:14]=[CH:13][CH:12]=[CH:11][CH:10]=2)[N:8]=1)[CH3:2], predict the reactants needed to synthesize it. The reactants are: [CH2:1]([C:3]1[N:4]([CH2:16][CH2:17][O:18][C:19]2[CH:24]=[CH:23][CH:22]=[CH:21][C:20]=2N)[C:5](=[O:15])[CH:6]=[C:7]([C:9]2[CH:14]=[CH:13][CH:12]=[CH:11][CH:10]=2)[N:8]=1)[CH3:2].C([O-])([O-])=O.[K+].[K+].[CH2:32]([O:34][C:35](=[O:39])[CH:36](Br)[CH3:37])[CH3:33].C[N:41](C=O)C.